This data is from Forward reaction prediction with 1.9M reactions from USPTO patents (1976-2016). The task is: Predict the product of the given reaction. (1) The product is: [F:24][C:20]1[CH:21]=[CH:22][CH:23]=[C:2]([F:1])[C:3]=1[CH2:4][O:5][C:6]1[C:7]2[N:8]([C:13]([C:17]([NH:58][CH:59]3[CH2:64][N:63]([C:65]([O:67][C:68]([CH3:69])([CH3:70])[CH3:71])=[O:66])[CH2:62][C:61]([F:73])([F:72])[CH2:60]3)=[O:19])=[C:14]([CH3:16])[N:15]=2)[CH:9]=[C:10]([CH3:12])[CH:11]=1. Given the reactants [F:1][C:2]1[CH:23]=[CH:22][CH:21]=[C:20]([F:24])[C:3]=1[CH2:4][O:5][C:6]1[C:7]2[N:8]([C:13]([C:17]([OH:19])=O)=[C:14]([CH3:16])[N:15]=2)[CH:9]=[C:10]([CH3:12])[CH:11]=1.CN(C(ON1N=NC2C=CC=NC1=2)=[N+](C)C)C.F[P-](F)(F)(F)(F)F.C(N(CC)C(C)C)(C)C.[NH2:58][CH:59]1[CH2:64][N:63]([C:65]([O:67][C:68]([CH3:71])([CH3:70])[CH3:69])=[O:66])[CH2:62][C:61]([F:73])([F:72])[CH2:60]1, predict the reaction product. (2) The product is: [CH2:1]([N:5]1[C:13]2[C:12]([OH:14])=[N:11][CH:10]=[N:9][C:8]=2[S:7]/[C:6]/1=[N:15]\[C:16](=[O:28])[C:17]1[CH:22]=[C:21]([C:23]([F:26])([F:25])[F:24])[CH:20]=[CH:19][C:18]=1[O:33][CH2:29][C@@H:30]([OH:32])[CH3:31])[CH2:2][CH2:3][CH3:4]. Given the reactants [CH2:1]([N:5]1[C:13]2[C:12]([OH:14])=[N:11][CH:10]=[N:9][C:8]=2[S:7]/[C:6]/1=[N:15]\[C:16](=[O:28])[C:17]1[CH:22]=[C:21]([C:23]([F:26])([F:25])[F:24])[CH:20]=[CH:19][C:18]=1F)[CH2:2][CH2:3][CH3:4].[CH2:29]([OH:33])[C@@H:30]([OH:32])[CH3:31].CC(C)([O-])C.[K+].C1COCC1, predict the reaction product. (3) Given the reactants [C:1]1([O:11][CH2:12][CH2:13][CH2:14][CH2:15][CH2:16][O:17][C:18]2[CH:27]=[CH:26][CH:25]=[C:24]3[C:19]=2[CH2:20][CH2:21][CH2:22][NH:23]3)[C:10]2[C:5](=[CH:6][CH:7]=[CH:8][CH:9]=2)[CH:4]=[CH:3][CH:2]=1.C(C1NC=CN=1)(C1NC=CN=1)=[S:29].C([N:42]([CH2:45]C)CC)C.N, predict the reaction product. The product is: [C:1]1([O:11][CH2:12][CH2:13][CH2:14][CH2:15][CH2:16][O:17][C:18]2[CH:27]=[CH:26][CH:25]=[C:24]3[C:19]=2[CH2:20][CH2:21][CH2:22][N:23]3[C:45](=[S:29])[NH2:42])[C:10]2[C:5](=[CH:6][CH:7]=[CH:8][CH:9]=2)[CH:4]=[CH:3][CH:2]=1. (4) Given the reactants B(Br)(Br)Br.[CH:5]1([N:11]2[CH2:15][CH2:14][CH:13]([CH2:16][C:17]3[CH:22]=[CH:21][CH:20]=[CH:19][C:18]=3[O:23]C)[C:12]2=[O:25])[CH2:10][CH2:9][CH2:8][CH2:7][CH2:6]1.C(=O)(O)[O-].[Na+], predict the reaction product. The product is: [CH:5]1([N:11]2[CH2:15][CH2:14][CH:13]([CH2:16][C:17]3[CH:22]=[CH:21][CH:20]=[CH:19][C:18]=3[OH:23])[C:12]2=[O:25])[CH2:6][CH2:7][CH2:8][CH2:9][CH2:10]1. (5) Given the reactants [CH3:1][C:2]([CH3:34])([CH2:27][N:28]1[CH2:33][CH2:32][O:31][CH2:30][CH2:29]1)[CH2:3][NH:4][C:5]1[CH:10]=[CH:9][C:8]([CH2:11][S:12]([CH3:15])(=[O:14])=[O:13])=[CH:7][C:6]=1[C:16]1[C:17]2[CH:26]=[CH:25][NH:24][C:18]=2[C:19](=[O:23])[N:20]([CH3:22])[CH:21]=1.C=O.[C:37](=O)(O)[O-].[Na+].C(OCC)(=O)C, predict the reaction product. The product is: [CH3:1][C:2]([CH3:34])([CH2:27][N:28]1[CH2:33][CH2:32][O:31][CH2:30][CH2:29]1)[CH2:3][N:4]1[CH2:37][C:26]2[C:17]3=[C:18]([C:19](=[O:23])[N:20]([CH3:22])[CH:21]=[C:16]3[C:6]3[CH:7]=[C:8]([CH2:11][S:12]([CH3:15])(=[O:14])=[O:13])[CH:9]=[CH:10][C:5]1=3)[NH:24][CH:25]=2. (6) The product is: [Cl:1][C:2]1[CH:3]=[C:4]([C:8]2[CH:9]=[C:10]([O:28][CH3:26])[C:11]([C:14]#[N:15])=[N:12][CH:13]=2)[CH:5]=[CH:6][CH:7]=1. Given the reactants [Cl:1][C:2]1[CH:3]=[C:4]([C:8]2[CH:9]=[C:10](Cl)[C:11]([C:14]#[N:15])=[N:12][CH:13]=2)[CH:5]=[CH:6][CH:7]=1.C[O-].[Na+].CCCCCC.[C:26](OCC)(=[O:28])C, predict the reaction product. (7) Given the reactants Br[C:2]1[CH:8]=[C:7]([CH3:9])[C:5](N)=[C:4]([CH3:10])[CH:3]=1.Cl.N([O-])=O.[Na+].[C:16](=[O:19])([O-])[O-:17].[Na+].[Na+].[Cu](C#N)[C:23]#[N:24].[C-]#N.[K+], predict the reaction product. The product is: [C:23]([C:5]1[C:7]([CH3:9])=[CH:8][C:2]([C:16]([OH:17])=[O:19])=[CH:3][C:4]=1[CH3:10])#[N:24]. (8) Given the reactants [ClH:1].[CH3:2][O:3][C:4]1[C:5]2[C:18]([C:19]3[CH:24]=[CH:23][CH:22]=[CH:21][CH:20]=3)=[C:17]([C:25]3[CH:30]=[CH:29][C:28]([C:31]4([NH:35]C(=O)OC(C)(C)C)[CH2:34][CH2:33][CH2:32]4)=[CH:27][CH:26]=3)[O:16][C:6]=2[N:7]=[C:8]([N:10]2[CH2:15][CH2:14][NH:13][CH2:12][CH2:11]2)[N:9]=1.CCOCC, predict the reaction product. The product is: [ClH:1].[ClH:1].[CH3:2][O:3][C:4]1[C:5]2[C:18]([C:19]3[CH:24]=[CH:23][CH:22]=[CH:21][CH:20]=3)=[C:17]([C:25]3[CH:26]=[CH:27][C:28]([C:31]4([NH2:35])[CH2:34][CH2:33][CH2:32]4)=[CH:29][CH:30]=3)[O:16][C:6]=2[N:7]=[C:8]([N:10]2[CH2:11][CH2:12][NH:13][CH2:14][CH2:15]2)[N:9]=1. (9) Given the reactants [NH2:1][C:2]1[CH:7]=[CH:6][C:5]([Cl:8])=[CH:4][C:3]=1[C:9]([C:11]1[CH:16]=[CH:15][CH:14]=[CH:13][C:12]=1[Cl:17])=[O:10].[BH4-].[Na+], predict the reaction product. The product is: [NH2:1][C:2]1[CH:7]=[CH:6][C:5]([Cl:8])=[CH:4][C:3]=1[CH:9]([C:11]1[CH:16]=[CH:15][CH:14]=[CH:13][C:12]=1[Cl:17])[OH:10]. (10) Given the reactants [C:1]([NH2:5])([CH3:4])([CH3:3])[CH3:2].C(N(CC)CC)C.[C:13](Cl)(=[O:18])[C:14]([CH3:17])([CH3:16])[CH3:15], predict the reaction product. The product is: [C:1]([NH:5][C:13](=[O:18])[C:14]([CH3:17])([CH3:16])[CH3:15])([CH3:4])([CH3:3])[CH3:2].